Dataset: Full USPTO retrosynthesis dataset with 1.9M reactions from patents (1976-2016). Task: Predict the reactants needed to synthesize the given product. (1) Given the product [F:43][C:42]([F:45])([F:44])[C:40]([OH:46])=[O:41].[OH:23][C@H:18]([C@H:19]([OH:22])[CH2:20][OH:21])[CH2:17][N:16]([CH2:15][CH2:14][NH:13][CH:12]([C:31]1[CH:36]=[CH:35][CH:34]=[CH:33][CH:32]=1)[CH2:11][CH2:10][CH2:9][NH2:8])[CH2:24][C@H:25]([OH:30])[C@H:26]([OH:29])[CH2:27][OH:28], predict the reactants needed to synthesize it. The reactants are: C(OC([NH:8][CH2:9][CH2:10][CH2:11][CH:12]([C:31]1[CH:36]=[CH:35][CH:34]=[CH:33][CH:32]=1)[NH:13][CH2:14][CH2:15][N:16]([CH2:24][C@H:25]([OH:30])[C@H:26]([OH:29])[CH2:27][OH:28])[CH2:17][C@H:18]([OH:23])[C@H:19]([OH:22])[CH2:20][OH:21])=O)(C)(C)C.ClCCl.[C:40]([OH:46])([C:42]([F:45])([F:44])[F:43])=[O:41]. (2) Given the product [CH:4]1([CH2:3][CH:2]([C:7]2[N:11]([CH3:12])[C:10]([S:13][CH2:14][CH:15]3[CH2:17][CH2:16]3)=[N:9][N:8]=2)[NH2:18])[CH2:6][CH2:5]1, predict the reactants needed to synthesize it. The reactants are: Cl[CH:2]([C:7]1[N:11]([CH3:12])[C:10]([S:13][CH2:14][CH:15]2[CH2:17][CH2:16]2)=[N:9][N:8]=1)[CH2:3][CH:4]1[CH2:6][CH2:5]1.[N-:18]=[N+]=[N-].[Na+].C1(P(C2C=CC=CC=2)C2C=CC=CC=2)C=CC=CC=1. (3) Given the product [N:25]1[CH:26]=[CH:27][CH:28]=[C:23]([C:20]2[CH:19]=[CH:18][C:17]([C:16]([C:29]3[CH:30]=[CH:31][C:32]([C:35]4[CH:36]=[N:37][CH:38]=[CH:39][CH:40]=4)=[CH:33][CH:34]=3)=[CH:15][CH2:14][S:13][C:10]3[CH:11]=[CH:12][C:7]([O:6][CH2:5][C:4]([OH:45])=[O:3])=[C:8]([C:41]([F:44])([F:42])[F:43])[CH:9]=3)=[CH:22][CH:21]=2)[CH:24]=1, predict the reactants needed to synthesize it. The reactants are: C([O:3][C:4](=[O:45])[CH2:5][O:6][C:7]1[CH:12]=[CH:11][C:10]([S:13][CH2:14][CH:15]=[C:16]([C:29]2[CH:34]=[CH:33][C:32]([C:35]3[CH:36]=[N:37][CH:38]=[CH:39][CH:40]=3)=[CH:31][CH:30]=2)[C:17]2[CH:22]=[CH:21][C:20]([C:23]3[CH:24]=[N:25][CH:26]=[CH:27][CH:28]=3)=[CH:19][CH:18]=2)=[CH:9][C:8]=1[C:41]([F:44])([F:43])[F:42])C. (4) Given the product [CH3:1][S:2]([C:5]1[CH:6]=[CH:7][C:8]([C@@H:11]([OH:21])[C@H:12]([NH:15][C:16]([CH:18]([Cl:20])[Cl:19])=[O:17])[CH2:13][F:14])=[CH:9][CH:10]=1)(=[O:4])=[O:3].[C:16]([O-:23])(=[O:17])[CH3:18], predict the reactants needed to synthesize it. The reactants are: [CH3:1][S:2]([C:5]1[CH:6]=[CH:7][C:8]([C@@H:11]([OH:21])[C@H:12]([NH:15][C:16]([CH:18]([Cl:20])[Cl:19])=[O:17])[CH2:13][F:14])=[CH:9][CH:10]=1)(=[O:4])=[O:3].Cl(O)(=O)(=O)=[O:23]. (5) Given the product [CH3:42][CH:20]([CH3:19])[CH2:21][CH:22]([CH2:17][C:1]1[NH:3][N:40]=[N:39][N:2]=1)[CH2:30][NH2:29], predict the reactants needed to synthesize it. The reactants are: [C:1]([NH-:3])#[N:2].[C:21]1(P([C:17]2[CH:22]=[CH:21][CH:20]=[CH:19]C=2)[C:21]2[CH:22]=[CH:17]C=[CH:19][CH:20]=2)[CH:22]=[CH:17]C=[CH:19][CH:20]=1.CCOC(/N=[N:29]/[C:30](OCC)=O)=O.[Si]([N:39]=[N+:40]=[N-])(C)(C)C.[C:42]1(P(=O)(C2C=CC=CC=2)C2C=CC=CC=2)C=CC=CC=1. (6) Given the product [CH3:1][C@H:2]1[C@H:19]([CH3:20])[N:6]2[C:7]3[CH:8]=[C:9]([C:14]([OH:16])=[O:15])[CH:10]=[CH:11][C:12]=3[CH:13]=[C:5]2[C:4](=[O:21])[NH:3]1, predict the reactants needed to synthesize it. The reactants are: [CH3:1][C@H:2]1[C@H:19]([CH3:20])[N:6]2[C:7]3[CH:8]=[C:9]([C:14]([O:16]CC)=[O:15])[CH:10]=[CH:11][C:12]=3[CH:13]=[C:5]2[C:4](=[O:21])[NH:3]1.[OH-].[Na+].Cl. (7) Given the product [F:7][C:8]([F:13])([F:12])[C:9]([OH:11])=[O:10].[CH2:4]([C:3]1[N:6]=[C:18]([CH:20]([CH2:25][C:26]2[O:30][N:29]=[C:28]([CH2:31][CH2:32][CH2:33][C:34]3[CH:43]=[CH:42][C:41]4[CH2:40][CH2:39][CH2:38][NH:37][C:36]=4[N:35]=3)[N:27]=2)[CH2:21][C:22]([OH:24])=[O:23])[O:1][N:2]=1)[CH3:5], predict the reactants needed to synthesize it. The reactants are: [OH:1][N:2]=[C:3]([NH2:6])[CH2:4][CH3:5].[F:7][C:8]([F:13])([F:12])[C:9]([OH:11])=[O:10].CC1N=[C:18]([CH:20]([CH2:25][C:26]2[O:30][N:29]=[C:28]([CH2:31][CH2:32][CH2:33][C:34]3[CH:43]=[CH:42][C:41]4[CH2:40][CH2:39][CH2:38][NH:37][C:36]=4[N:35]=3)[N:27]=2)[CH2:21][C:22]([OH:24])=[O:23])ON=1. (8) Given the product [Cl:17][C:18]1[CH:23]=[CH:22][C:21]([C:2]2[CH:16]=[CH:15][C:5]3[N:6]=[C:7]([NH:9][C:10]([NH:12][CH2:13][CH3:14])=[O:11])[S:8][C:4]=3[CH:3]=2)=[CH:20][CH:19]=1, predict the reactants needed to synthesize it. The reactants are: Br[C:2]1[CH:16]=[CH:15][C:5]2[N:6]=[C:7]([NH:9][C:10]([NH:12][CH2:13][CH3:14])=[O:11])[S:8][C:4]=2[CH:3]=1.[Cl:17][C:18]1[CH:23]=[CH:22][C:21](OB(O)O)=[CH:20][CH:19]=1.C(=O)(O)[O-].[Na+].